Dataset: Full USPTO retrosynthesis dataset with 1.9M reactions from patents (1976-2016). Task: Predict the reactants needed to synthesize the given product. Given the product [CH:1]1([CH2:4][O:5][CH2:6][CH2:7][O:8][C:39]2[CH:40]=[CH:41][C:36]([O:35][CH2:28][C:29]3[CH:34]=[CH:33][CH:32]=[CH:31][CH:30]=3)=[CH:37][CH:38]=2)[CH2:3][CH2:2]1, predict the reactants needed to synthesize it. The reactants are: [CH:1]1([CH2:4][O:5][CH2:6][CH2:7][OH:8])[CH2:3][CH2:2]1.C1(P(C2C=CC=CC=2)C2C=CC=CC=2)C=CC=CC=1.[CH2:28]([O:35][C:36]1[CH:41]=[CH:40][C:39](O)=[CH:38][CH:37]=1)[C:29]1[CH:34]=[CH:33][CH:32]=[CH:31][CH:30]=1.CCOC(/N=N/C(OCC)=O)=O.